From a dataset of Catalyst prediction with 721,799 reactions and 888 catalyst types from USPTO. Predict which catalyst facilitates the given reaction. (1) The catalyst class is: 93. Product: [Br:1][C:2]1[CH:3]=[CH:4][C:5]2[O:14][CH2:13][CH2:12][C:11]3[S:10][C:9]([C:15]4[N:40]([C:34]5[CH:35]=[CH:36][C:37]([F:39])=[CH:38][C:33]=5[F:32])[N:41]=[CH:19][N:17]=4)=[N:8][C:7]=3[C:6]=2[CH:18]=1. Reactant: [Br:1][C:2]1[CH:3]=[CH:4][C:5]2[O:14][CH2:13][CH2:12][C:11]3[S:10][C:9]([C:15]([NH2:17])=O)=[N:8][C:7]=3[C:6]=2[CH:18]=1.[CH3:19]OC(OC)N(C)C.CC(O)=O.Cl.[F:32][C:33]1[CH:38]=[C:37]([F:39])[CH:36]=[CH:35][C:34]=1[NH:40][NH2:41]. (2) Reactant: CN(C1C=CC=CC=1[CH:10]([C:15](=[O:27])[CH:16]=[CH:17][C:18]1[CH:23]=[C:22](F)[CH:21]=[CH:20][C:19]=1OC)[C:11](=[O:14])[CH:12]=C)C.C(CC(=O)C)(=O)C.[CH3:35][N:36](C)[C:37]1C=CC(C=O)=CC=1.B(OCCCC)(OCCCC)OCCCC.C(N)CCC.Cl. Product: [CH3:35][N:36]([CH3:37])[C:21]1[CH:20]=[CH:19][C:18]([CH:17]=[CH:16][C:15](=[O:27])[CH:10]=[C:11]([OH:14])[CH3:12])=[CH:23][CH:22]=1. The catalyst class is: 13. (3) Reactant: [CH3:1][N:2]([CH:4](OC)OC)[CH3:3].[CH:9]1([C:13](=[O:19])[CH2:14][C:15]([O:17][CH3:18])=[O:16])[CH2:12][CH2:11][CH2:10]1. Product: [CH:9]1([C:13]([C:14](=[CH:1][N:2]([CH3:4])[CH3:3])[C:15]([O:17][CH3:18])=[O:16])=[O:19])[CH2:10][CH2:11][CH2:12]1. The catalyst class is: 12. (4) Reactant: [CH2:1]([O:3][C:4]([C:6]1[C:7]([OH:28])=[C:8]2[C:16](Br)=[C:15](Br)[N:14]([CH2:19][C:20]3[CH:25]=[CH:24][CH:23]=[C:22]([O:26][CH3:27])[CH:21]=3)[C:9]2=[C:10]([C:12]#[N:13])[N:11]=1)=[O:5])[CH3:2].C([O-])=O.[NH4+]. Product: [CH2:1]([O:3][C:4]([C:6]1[C:7]([OH:28])=[C:8]2[CH:16]=[CH:15][N:14]([CH2:19][C:20]3[CH:25]=[CH:24][CH:23]=[C:22]([O:26][CH3:27])[CH:21]=3)[C:9]2=[C:10]([C:12]#[N:13])[N:11]=1)=[O:5])[CH3:2]. The catalyst class is: 45. (5) Reactant: C(OC([N:8]1[CH2:13][CH2:12][CH:11]([CH2:14][NH:15][C:16]2[N:21]=[C:20]3[NH:22][N:23]=[C:24]([C:25]4[CH:30]=[CH:29][N:28]=[C:27]([NH:31][CH2:32][C:33]5[CH:38]=[CH:37][CH:36]=[C:35]([Cl:39])[CH:34]=5)[N:26]=4)[C:19]3=[CH:18][N:17]=2)[CH2:10][CH2:9]1)=O)(C)(C)C.Cl. Product: [Cl:39][C:35]1[CH:34]=[C:33]([CH:38]=[CH:37][CH:36]=1)[CH2:32][NH:31][C:27]1[N:26]=[C:25]([C:24]2[C:19]3[C:20](=[N:21][C:16]([NH:15][CH2:14][CH:11]4[CH2:10][CH2:9][NH:8][CH2:13][CH2:12]4)=[N:17][CH:18]=3)[NH:22][N:23]=2)[CH:30]=[CH:29][N:28]=1. The catalyst class is: 14.